From a dataset of Catalyst prediction with 721,799 reactions and 888 catalyst types from USPTO. Predict which catalyst facilitates the given reaction. (1) Reactant: [Na].CO.[ClH:4].[NH2:5][C:6]([NH2:8])=[NH:7].[Cl:9][C:10]([C:12]1[C:20]2[C:15](=[CH:16][C:17]([O:21][CH3:22])=[CH:18][CH:19]=2)[N:14]([C:23]2[C:32]3[C:27](=[CH:28][CH:29]=[CH:30][CH:31]=3)[N:26]=[CH:25][CH:24]=2)[CH:13]=1)=[O:11]. Product: [ClH:9].[ClH:4].[NH:7]([C:10]([C:12]1[C:20]2[C:15](=[CH:16][C:17]([O:21][CH3:22])=[CH:18][CH:19]=2)[N:14]([C:23]2[C:32]3[C:27](=[CH:28][CH:29]=[CH:30][CH:31]=3)[N:26]=[CH:25][CH:24]=2)[CH:13]=1)=[O:11])[C:6]([NH2:8])=[NH:5]. The catalyst class is: 57. (2) Reactant: [I-].[Cl:2][C:3]1[CH:8]=[CH:7][C:6]([CH2:9][CH:10]2[CH2:14][CH2:13][N+:12]([CH3:15])=[C:11]2SC)=[CH:5][N:4]=1.[N:18]#[C:19][NH2:20]. Product: [Cl:2][C:3]1[CH:8]=[CH:7][C:6]([CH2:9][CH:10]2[CH2:14][CH2:13][N:12]([CH3:15])[C:11]2=[N:20][C:19]#[N:18])=[CH:5][N:4]=1. The catalyst class is: 8. (3) The catalyst class is: 3. Product: [CH:1]1([N:4]([CH2:48][C:47]([O:50][CH2:51][CH3:52])=[O:49])[S:5]([C:8]2[CH:9]=[C:10]([CH:44]=[CH:45][CH:46]=2)[C:11]([NH:13][C:14]2[S:15][C:16]3[CH2:43][CH2:42][CH2:41][CH2:40][C:17]=3[C:18]=2[C:19]([NH:21][C:22]2[CH:27]=[CH:26][C:25]([CH2:28][CH2:29][C:30]3[CH:31]=[CH:32][C:33]([C:34]([O:36][CH3:37])=[O:35])=[CH:38][CH:39]=3)=[CH:24][CH:23]=2)=[O:20])=[O:12])(=[O:7])=[O:6])[CH2:3][CH2:2]1. Reactant: [CH:1]1([NH:4][S:5]([C:8]2[CH:9]=[C:10]([CH:44]=[CH:45][CH:46]=2)[C:11]([NH:13][C:14]2[S:15][C:16]3[CH2:43][CH2:42][CH2:41][CH2:40][C:17]=3[C:18]=2[C:19]([NH:21][C:22]2[CH:27]=[CH:26][C:25]([CH2:28][CH2:29][C:30]3[CH:39]=[CH:38][C:33]([C:34]([O:36][CH3:37])=[O:35])=[CH:32][CH:31]=3)=[CH:24][CH:23]=2)=[O:20])=[O:12])(=[O:7])=[O:6])[CH2:3][CH2:2]1.[C:47]([O:50][CH2:51][CH2:52]Br)(=[O:49])[CH3:48].C(=O)([O-])[O-].[K+].[K+].C(O)(=O)CC(CC(O)=O)(C(O)=O)O. (4) The catalyst class is: 740. Product: [CH2:2]=[C:3]1[O:7][C:6]([C:9]23[CH2:16][CH:15]4[CH2:17][CH:11]([CH2:12][CH:13]([CH2:14]4)[CH2:18]2)[CH2:10]3)([CH3:8])[O:5][C:4]1=[O:19]. Reactant: Br[CH2:2][CH:3]1[O:7][C:6]([C:9]23[CH2:18][CH:13]4[CH2:14][CH:15]([CH2:17][CH:11]([CH2:12]4)[CH2:10]2)[CH2:16]3)([CH3:8])[O:5][C:4]1=[O:19].CN(C)C=O. (5) Product: [CH2:8]([NH:12][C:13]1[N:3]2[CH:4]=[CH:5][CH:6]=[N:7][C:2]2=[N:1][C:14]=1[C:15]1[CH:22]=[CH:21][CH:20]=[CH:19][C:16]=1[CH3:17])[CH2:9][CH2:10][CH3:11]. Reactant: [NH2:1][C:2]1[N:7]=[CH:6][CH:5]=[CH:4][N:3]=1.[CH2:8]([N+:12]#[C-:13])[CH2:9][CH2:10][CH3:11].[CH3:14][C:15]1[CH:22]=[CH:21][CH:20]=[CH:19][C:16]=1[CH:17]=O. The catalyst class is: 519.